From a dataset of Forward reaction prediction with 1.9M reactions from USPTO patents (1976-2016). Predict the product of the given reaction. Given the reactants O[C:2]1[C:3](O)=[CH:4][C:5]2[CH2:6][C@H:7]3[C:31](=[O:32])[N:30]([CH3:33])[CH2:29][C:28](=[O:34])[N:8]3[C@H:9]([C:12]3[C:20]4[C:15](=[CH:16][CH:17]=[CH:18][CH:19]=4)[N:14](C(OC(C)(C)C)=O)[CH:13]=3)[C:10]=2[CH:11]=1.[C:36]([O-])([O-:38])=[O:37].[Cs+].[Cs+].CN(C=O)C.BrCCl, predict the reaction product. The product is: [NH:14]1[C:15]2[C:20](=[CH:19][CH:18]=[CH:17][CH:16]=2)[C:12]([C@H:9]2[N:8]3[C@H:7]([C:31](=[O:32])[N:30]([CH3:33])[CH2:29][C:28]3=[O:34])[CH2:6][C:5]3[CH:4]=[C:3]4[O:37][CH2:36][O:38][C:2]4=[CH:11][C:10]2=3)=[CH:13]1.